This data is from Full USPTO retrosynthesis dataset with 1.9M reactions from patents (1976-2016). The task is: Predict the reactants needed to synthesize the given product. (1) Given the product [CH2:2]([NH:9][CH2:10][C@H:11]1[CH2:20][CH2:19][C:18]2[C:13](=[CH:14][CH:15]=[C:16]([Br:1])[CH:17]=2)[O:12]1)[C:3]1[CH:4]=[CH:5][CH:6]=[CH:7][CH:8]=1, predict the reactants needed to synthesize it. The reactants are: [BrH:1].[CH2:2]([NH:9][CH2:10][C@H:11]1[CH2:20][CH2:19][C:18]2[C:13](=[CH:14][CH:15]=[CH:16][CH:17]=2)[O:12]1)[C:3]1[CH:8]=[CH:7][CH:6]=[CH:5][CH:4]=1.BrBr. (2) Given the product [CH3:11][C:12]1[O:13][C:14]([CH3:17])=[CH:15][C:16]=1[S:6]([Cl:10])(=[O:8])=[O:7], predict the reactants needed to synthesize it. The reactants are: CN(C=O)C.[S:6]([Cl:10])(Cl)(=[O:8])=[O:7].[CH3:11][C:12]1[O:13][C:14]([CH3:17])=[CH:15][CH:16]=1. (3) The reactants are: [CH3:1][Si](C)(C)[N-][Si](C)(C)C.[Li+].[CH:11]1([C:14]2[C:15]([O:28][CH2:29][C:30]3([CH3:37])[CH2:35][CH2:34][C:33](=O)[CH2:32][CH2:31]3)=[CH:16][C:17]([F:27])=[C:18]([CH:26]=2)[C:19]([O:21][C:22]([CH3:25])([CH3:24])[CH3:23])=[O:20])[CH2:13][CH2:12]1. Given the product [CH:11]1([C:14]2[C:15]([O:28][CH2:29][C:30]3([CH3:37])[CH2:35][CH2:34][C:33](=[CH2:1])[CH2:32][CH2:31]3)=[CH:16][C:17]([F:27])=[C:18]([CH:26]=2)[C:19]([O:21][C:22]([CH3:24])([CH3:23])[CH3:25])=[O:20])[CH2:13][CH2:12]1, predict the reactants needed to synthesize it. (4) The reactants are: CCN(C(C)C)C(C)C.[CH2:10]([N:12]1[C:17]2[N:18]=[C:19]([S:22][CH3:23])[N:20]=[CH:21][C:16]=2[CH:15]=[C:14]([C:24]2[CH:25]=[C:26]([CH:30]=[C:31]([O:33][CH3:34])[CH:32]=2)[C:27]([OH:29])=O)[C:13]1=[O:35])[CH3:11].CN(C(ON1N=NC2C=CC=NC1=2)=[N+](C)C)C.F[P-](F)(F)(F)(F)F.Cl.[O:61]([NH2:64])[CH2:62][CH3:63]. Given the product [CH2:62]([O:61][NH:64][C:27](=[O:29])[C:26]1[CH:30]=[C:31]([O:33][CH3:34])[CH:32]=[C:24]([C:14]2[C:13](=[O:35])[N:12]([CH2:10][CH3:11])[C:17]3[N:18]=[C:19]([S:22][CH3:23])[N:20]=[CH:21][C:16]=3[CH:15]=2)[CH:25]=1)[CH3:63], predict the reactants needed to synthesize it.